Dataset: Catalyst prediction with 721,799 reactions and 888 catalyst types from USPTO. Task: Predict which catalyst facilitates the given reaction. (1) Reactant: Cl[C:2]([O:4][CH2:5][C:6]1[CH:11]=[CH:10][CH:9]=[CH:8][CH:7]=1)=[O:3].[C:12]([Si:16]([CH3:28])([CH3:27])[O:17][CH:18]1[CH2:25][CH2:24][CH2:23][CH:22]([NH2:26])[CH2:21][CH2:20][CH2:19]1)([CH3:15])([CH3:14])[CH3:13].C(N(C(C)C)CC)(C)C. Product: [CH2:5]([O:4][C:2](=[O:3])[NH:26][CH:22]1[CH2:23][CH2:24][CH2:25][CH:18]([O:17][Si:16]([C:12]([CH3:15])([CH3:14])[CH3:13])([CH3:27])[CH3:28])[CH2:19][CH2:20][CH2:21]1)[C:6]1[CH:11]=[CH:10][CH:9]=[CH:8][CH:7]=1. The catalyst class is: 4. (2) Reactant: [Br:1][C:2]1[CH:7]=[CH:6][C:5]([CH3:8])=[C:4]([CH2:9]Br)[CH:3]=1.[C-:11]#[N:12].[Na+]. Product: [Br:1][C:2]1[CH:7]=[CH:6][C:5]([CH3:8])=[C:4]([CH2:9][C:11]#[N:12])[CH:3]=1. The catalyst class is: 31.